Task: Predict the reactants needed to synthesize the given product.. Dataset: Full USPTO retrosynthesis dataset with 1.9M reactions from patents (1976-2016) (1) The reactants are: Cl[C:2]1[C:11]2=[N:12][N:13](CC3C=CC(OC)=CC=3)[CH:14]=[C:10]2[C:9]2[CH:8]=[CH:7][CH:6]=[C:5]([O:24][CH3:25])[C:4]=2[N:3]=1.[NH2:26][C:27]1[CH:32]=[CH:31][C:30]([CH3:33])=[CH:29][CH:28]=1.Cl. Given the product [CH3:25][O:24][C:5]1[C:4]2[N:3]=[C:2]([NH:26][C:27]3[CH:32]=[CH:31][C:30]([CH3:33])=[CH:29][CH:28]=3)[C:11]3=[N:12][NH:13][CH:14]=[C:10]3[C:9]=2[CH:8]=[CH:7][CH:6]=1, predict the reactants needed to synthesize it. (2) Given the product [Cl:30][C:22]1[CH:21]=[C:20]([C:19]2[N:18]=[C:8]([C:6]3[CH:5]=[CH:4][C:3]([C:11]4[CH:16]=[CH:15][CH:14]=[CH:13][C:12]=4[CH3:17])=[C:2]([CH3:1])[CH:7]=3)[O:10][N:31]=2)[CH:29]=[CH:28][C:23]=1[C:24]([O:26][CH3:27])=[O:25], predict the reactants needed to synthesize it. The reactants are: [CH3:1][C:2]1[CH:7]=[C:6]([C:8]([OH:10])=O)[CH:5]=[CH:4][C:3]=1[C:11]1[CH:16]=[CH:15][CH:14]=[CH:13][C:12]=1[CH3:17].[NH2:18][C:19](=[N:31]O)[C:20]1[CH:29]=[CH:28][C:23]([C:24]([O:26][CH3:27])=[O:25])=[C:22]([Cl:30])[CH:21]=1. (3) Given the product [Cl:1][C:2]1[CH:9]=[C:8]([N:10]2[C:14](=[O:15])[C:13]([CH3:17])([CH3:16])[N:12]([C:18]3[CH:23]=[CH:22][C:21]([O:24][CH2:28][C:29]4([NH:32][C:33](=[O:39])[O:34][C:35]([CH3:38])([CH3:37])[CH3:36])[CH2:30][CH2:31]4)=[C:20]([F:25])[CH:19]=3)[C:11]2=[S:26])[CH:7]=[CH:6][C:3]=1[C:4]#[N:5], predict the reactants needed to synthesize it. The reactants are: [Cl:1][C:2]1[CH:9]=[C:8]([N:10]2[C:14](=[O:15])[C:13]([CH3:17])([CH3:16])[N:12]([C:18]3[CH:23]=[CH:22][C:21]([OH:24])=[C:20]([F:25])[CH:19]=3)[C:11]2=[S:26])[CH:7]=[CH:6][C:3]=1[C:4]#[N:5].O[CH2:28][C:29]1([NH:32][C:33](=[O:39])[O:34][C:35]([CH3:38])([CH3:37])[CH3:36])[CH2:31][CH2:30]1.N(C(N1CCCCC1)=O)=NC(N1CCCCC1)=O.C(P(CCCC)CCCC)CCC. (4) Given the product [N:8]1([C:12]2[N:17]=[C:16]([CH2:18][N:19]3[C@@H:23]([CH3:24])[C@@H:22]([C:25]4[CH:26]=[C:27]([C:35]([F:36])([F:37])[F:38])[CH:28]=[C:29]([C:31]([F:32])([F:33])[F:34])[CH:30]=4)[O:21][C:20]3=[O:39])[C:15]([C:40]3[CH:45]=[C:44]([CH2:46][C:47]4[N:59]=[N:60][NH:61][N:48]=4)[CH:43]=[CH:42][C:41]=3[O:49][CH3:50])=[CH:14][CH:13]=2)[CH2:11][CH2:10][CH2:9]1, predict the reactants needed to synthesize it. The reactants are: FC(F)(F)C([O-])=O.[N:8]1([C:12]2[NH+:17]=[C:16]([CH2:18][N:19]3[C@@H:23]([CH3:24])[C@@H:22]([C:25]4[CH:30]=[C:29]([C:31]([F:34])([F:33])[F:32])[CH:28]=[C:27]([C:35]([F:38])([F:37])[F:36])[CH:26]=4)[O:21][C:20]3=[O:39])[C:15]([C:40]3[CH:45]=[C:44]([CH2:46][C:47]#[N:48])[CH:43]=[CH:42][C:41]=3[O:49][CH3:50])=[CH:14][CH:13]=2)[CH2:11][CH2:10][CH2:9]1.Cl.C(N(CC)CC)C.[N-:59]=[N+:60]=[N-:61].[Na+].O. (5) Given the product [CH:1]1([C:6]2[C:10]3[N:11]=[C:12]([CH2:16][C:17]4[CH:18]=[CH:19][C:20]([O:23][CH3:24])=[C:21]([S:26]([Cl:25])(=[O:28])=[O:27])[CH:22]=4)[NH:13][C:14](=[O:15])[C:9]=3[O:8][N:7]=2)[CH2:2][CH2:3][CH2:4][CH2:5]1, predict the reactants needed to synthesize it. The reactants are: [CH:1]1([C:6]2[C:10]3[N:11]=[C:12]([CH2:16][C:17]4[CH:22]=[CH:21][C:20]([O:23][CH3:24])=[CH:19][CH:18]=4)[NH:13][C:14](=[O:15])[C:9]=3[O:8][N:7]=2)[CH2:5][CH2:4][CH2:3][CH2:2]1.[Cl:25][S:26](O)(=[O:28])=[O:27]. (6) Given the product [Br:1][C:2]1[CH:11]=[C:10]2[C:5]([C:6]([OH:12])=[C:7]([S:14]([Cl:13])(=[O:16])=[O:15])[CH:8]=[N:9]2)=[CH:4][CH:3]=1, predict the reactants needed to synthesize it. The reactants are: [Br:1][C:2]1[CH:11]=[C:10]2[C:5]([C:6]([OH:12])=[CH:7][CH:8]=[N:9]2)=[CH:4][CH:3]=1.[Cl:13][S:14](O)(=[O:16])=[O:15]. (7) Given the product [Cl:1][CH2:2][C:3]([N:5]1[CH2:6][CH2:7][CH:8]([C:11]#[N:13])[CH2:9][CH2:10]1)=[O:4], predict the reactants needed to synthesize it. The reactants are: [Cl:1][CH2:2][C:3]([N:5]1[CH2:10][CH2:9][CH:8]([C:11]([NH:13]C(C)(C)C)=O)[CH2:7][CH2:6]1)=[O:4].P(Cl)(Cl)(Cl)=O.O.[OH-].[Na+]. (8) The reactants are: [CH2:1]=[CH:2][C:3]1[CH:8]=[CH:7][CH:6]=[CH:5][CH:4]=1.[C:9]([O:13][CH2:14][CH2:15][CH2:16][CH3:17])(=[O:12])[CH:10]=[CH2:11]. Given the product [CH2:1]=[CH:2][C:3]1[CH:8]=[CH:7][CH:6]=[CH:5][CH:4]=1.[C:9]([O:13][CH2:14][CH2:15][CH2:16][CH3:17])(=[O:12])[CH:10]=[CH2:11], predict the reactants needed to synthesize it. (9) The reactants are: Cl[C:2]1[N:7]=[C:6]([C:8]2[S:12][C:11]([CH:13]([CH3:15])[CH3:14])=[N:10][C:9]=2[C:16]2[CH:17]=[CH:18][C:19]([F:33])=[C:20]([NH:22][S:23]([C:26]3[CH:31]=[CH:30][CH:29]=[C:28]([F:32])[CH:27]=3)(=[O:25])=[O:24])[CH:21]=2)[CH:5]=[CH:4][N:3]=1.[NH3:34]. Given the product [NH2:34][C:2]1[N:7]=[C:6]([C:8]2[S:12][C:11]([CH:13]([CH3:15])[CH3:14])=[N:10][C:9]=2[C:16]2[CH:17]=[CH:18][C:19]([F:33])=[C:20]([NH:22][S:23]([C:26]3[CH:31]=[CH:30][CH:29]=[C:28]([F:32])[CH:27]=3)(=[O:25])=[O:24])[CH:21]=2)[CH:5]=[CH:4][N:3]=1, predict the reactants needed to synthesize it.